From a dataset of Full USPTO retrosynthesis dataset with 1.9M reactions from patents (1976-2016). Predict the reactants needed to synthesize the given product. (1) Given the product [CH2:25]([N:27]1[CH2:32][CH2:31][N:30]([C:20]([C:19]2[CH:18]=[CH:17][C:16]([NH:15][C:11]3[CH:10]=[C:9]([NH:8][CH3:7])[N:14]=[CH:13][N:12]=3)=[CH:24][CH:23]=2)=[O:22])[CH2:29][CH2:28]1)[CH3:26], predict the reactants needed to synthesize it. The reactants are: CCCP(=O)=O.[CH3:7][NH:8][C:9]1[N:14]=[CH:13][N:12]=[C:11]([NH:15][C:16]2[CH:24]=[CH:23][C:19]([C:20]([OH:22])=O)=[CH:18][CH:17]=2)[CH:10]=1.[CH2:25]([N:27]1[CH2:32][CH2:31][NH:30][CH2:29][CH2:28]1)[CH3:26].CCN(CC)CC. (2) Given the product [C:1]([C:3]1([NH:6][C:7](=[O:35])[C@@H:8]([NH:22][C@@H:23]([C:28]2[CH:33]=[CH:32][C:31]([F:34])=[CH:30][CH:29]=2)[C:24]([F:26])([F:27])[F:25])[CH2:9][S:10]([CH2:11][C:12]2[CH:13]=[N:14][CH:15]=[CH:16][C:17]=2[C:18]([F:20])([F:21])[F:19])(=[O:36])=[O:42])[CH2:5][CH2:4]1)#[N:2], predict the reactants needed to synthesize it. The reactants are: [C:1]([C:3]1([NH:6][C:7](=[O:35])[C@@H:8]([NH:22][C@@H:23]([C:28]2[CH:33]=[CH:32][C:31]([F:34])=[CH:30][CH:29]=2)[C:24]([F:27])([F:26])[F:25])[CH2:9][S:10][CH2:11][C:12]2[CH:13]=[N:14][CH:15]=[CH:16][C:17]=2[C:18]([F:21])([F:20])[F:19])[CH2:5][CH2:4]1)#[N:2].[OH:36]OS([O-])=O.[K+].[OH2:42]. (3) Given the product [CH3:1][N:2]1[CH2:7][CH2:6][O:5][CH:4]([CH2:8][N:9]2[CH2:10][CH2:11][NH:12][CH2:13][CH2:14]2)[CH2:3]1, predict the reactants needed to synthesize it. The reactants are: [CH3:1][N:2]1[CH2:7][CH2:6][O:5][CH:4]([CH2:8][N:9]2[CH2:14][CH2:13][N:12](C(OC(C)(C)C)=O)[CH2:11][CH2:10]2)[CH2:3]1.FC(F)(F)C(O)=O. (4) The reactants are: [C:1]([C:5]1[O:9][N:8]=[C:7]([NH:10][C:11]([NH:13][C:14]2[CH:19]=[CH:18][CH:17]=[C:16]([C:20]#[C:21][C:22]3[C:23](Cl)=[N:24][CH:25]=[N:26][CH:27]=3)[CH:15]=2)=[O:12])[CH:6]=1)([CH3:4])([CH3:3])[CH3:2].Cl.[CH:30]([NH:33][CH2:34][CH2:35][CH2:36][NH2:37])([CH3:32])[CH3:31]. Given the product [C:1]([C:5]1[O:9][N:8]=[C:7]([NH:10][C:11]([NH:13][C:14]2[CH:19]=[CH:18][CH:17]=[C:16]([C:20]#[C:21][C:22]3[C:23]([NH:37][CH2:36][CH2:35][CH2:34][NH:33][CH:30]([CH3:32])[CH3:31])=[N:24][CH:25]=[N:26][CH:27]=3)[CH:15]=2)=[O:12])[CH:6]=1)([CH3:4])([CH3:3])[CH3:2], predict the reactants needed to synthesize it. (5) Given the product [Cl:42][C:37]1[CH:38]=[CH:39][CH:40]=[CH:41][C:36]=1[CH2:35][O:9][C:10]1[CH:15]=[CH:14][C:13]2[C:16]3([CH2:31][O:32][C:12]=2[CH:11]=1)[CH2:21][CH2:20][N:19]([CH2:22][CH2:23][C:24]([O:26][C:27]([CH3:28])([CH3:29])[CH3:30])=[O:25])[CH2:18][CH2:17]3, predict the reactants needed to synthesize it. The reactants are: C([O-])([O-])=O.[Cs+].[Cs+].[Na+].[I-].[OH:9][C:10]1[CH:15]=[CH:14][C:13]2[C:16]3([CH2:31][O:32][C:12]=2[CH:11]=1)[CH2:21][CH2:20][N:19]([CH2:22][CH2:23][C:24]([O:26][C:27]([CH3:30])([CH3:29])[CH3:28])=[O:25])[CH2:18][CH2:17]3.BrC[CH2:35][C:36]1[CH:41]=[CH:40][CH:39]=[CH:38][C:37]=1[Cl:42]. (6) Given the product [CH2:12]([O:14][C:15](=[O:19])/[CH:16]=[C:17](/[O:11][C:6]1[CH:7]=[CH:8][CH:9]=[C:10]2[C:5]=1[CH:4]=[N:3][N:2]2[CH3:1])\[CH3:18])[CH3:13], predict the reactants needed to synthesize it. The reactants are: [CH3:1][N:2]1[C:10]2[CH:9]=[CH:8][CH:7]=[C:6]([OH:11])[C:5]=2[CH:4]=[N:3]1.[CH2:12]([O:14][C:15](=[O:19])[C:16]#[C:17][CH3:18])[CH3:13].C(=O)([O-])[O-].[K+].[K+]. (7) Given the product [OH:16][N:15]=[C:14]([Cl:21])[C:13]1[CH:17]=[CH:18][C:10]([O:9][C:8]2[CH:19]=[CH:20][C:5]([O:4][CH:1]([CH3:3])[CH3:2])=[CH:6][CH:7]=2)=[CH:11][CH:12]=1, predict the reactants needed to synthesize it. The reactants are: [CH:1]([O:4][C:5]1[CH:20]=[CH:19][C:8]([O:9][C:10]2[CH:18]=[CH:17][C:13]([CH:14]=[N:15][OH:16])=[CH:12][CH:11]=2)=[CH:7][CH:6]=1)([CH3:3])[CH3:2].[Cl:21]N1C(=O)CCC1=O.O. (8) Given the product [NH2:18][C:13]1[CH:12]=[C:11]2[C:16](=[CH:15][C:14]=1[F:17])[N:8]([CH2:7][C@@H:5]1[CH2:4][O:3][C:2]([CH3:1])([CH3:27])[O:6]1)[C:9]([C:21]([CH3:26])([CH3:25])[CH2:22][CH2:23][OH:24])=[CH:10]2, predict the reactants needed to synthesize it. The reactants are: [CH3:1][C:2]1([CH3:27])[O:6][C@H:5]([CH2:7][N:8]2[C:16]3[C:11](=[CH:12][C:13]([N+:18]([O-])=O)=[C:14]([F:17])[CH:15]=3)[CH:10]=[C:9]2[C:21]([CH3:26])([CH3:25])[CH2:22][CH2:23][OH:24])[CH2:4][O:3]1.FC1C=C2C(C=C(C(C)(C)CCO)N2)=CC=1[N+]([O-])=O.C([O-])=O.[NH4+]. (9) Given the product [NH:31]1[CH2:32][CH2:33][CH:28]([N:26]2[CH:27]=[C:23]([C:21]3[CH:20]=[N:19][N:18]4[C:14]([C:10]5[CH:9]=[C:8]([NH:7][C:5]([NH:4][CH2:3][C:2]([F:41])([F:1])[F:42])=[O:6])[CH:13]=[CH:12][CH:11]=5)=[CH:15][N:16]=[C:17]4[CH:22]=3)[CH:24]=[N:25]2)[CH2:29][CH2:30]1, predict the reactants needed to synthesize it. The reactants are: [F:1][C:2]([F:42])([F:41])[CH2:3][NH:4][C:5]([NH:7][C:8]1[CH:9]=[C:10]([C:14]2[N:18]3[N:19]=[CH:20][C:21]([C:23]4[CH:24]=[N:25][N:26]([CH:28]5[CH2:33][CH2:32][N:31](C(OC(C)(C)C)=O)[CH2:30][CH2:29]5)[CH:27]=4)=[CH:22][C:17]3=[N:16][CH:15]=2)[CH:11]=[CH:12][CH:13]=1)=[O:6].Cl.C[O-].[Na+].